Dataset: Catalyst prediction with 721,799 reactions and 888 catalyst types from USPTO. Task: Predict which catalyst facilitates the given reaction. (1) Reactant: [CH3:1][O:2][C:3]([C:5]1[N:6]([C:21]2[CH:26]=[CH:25][CH:24]=[CH:23][CH:22]=2)[C:7]2[C:12]([C:13](=[O:16])[C:14]=1[CH3:15])=[CH:11][CH:10]=[C:9]([C:17]([F:20])([F:19])[F:18])[N:8]=2)=[O:4].C1C(=O)N([Br:34])C(=O)C1.C(OOC(=O)C1C=CC=CC=1)(=O)C1C=CC=CC=1.C(Cl)(Cl)(Cl)Cl. Product: [CH3:1][O:2][C:3]([C:5]1[N:6]([C:21]2[CH:26]=[CH:25][CH:24]=[CH:23][CH:22]=2)[C:7]2[C:12]([C:13](=[O:16])[C:14]=1[CH2:15][Br:34])=[CH:11][CH:10]=[C:9]([C:17]([F:18])([F:19])[F:20])[N:8]=2)=[O:4]. The catalyst class is: 2. (2) Reactant: [CH3:1][O:2][C:3]1[CH:11]=[C:10]2[C:6]([C:7]([CH2:18][C:19]3[N:24]=[C:23]([C:25]([O:27]C)=O)[CH:22]=[CH:21][CH:20]=3)=[C:8]([C:12]3[CH:17]=[CH:16][CH:15]=[CH:14][CH:13]=3)[NH:9]2)=[CH:5][CH:4]=1.[NH3:29].O1CCCC1. Product: [CH3:1][O:2][C:3]1[CH:11]=[C:10]2[C:6]([C:7]([CH2:18][C:19]3[N:24]=[C:23]([C:25]([NH2:29])=[O:27])[CH:22]=[CH:21][CH:20]=3)=[C:8]([C:12]3[CH:17]=[CH:16][CH:15]=[CH:14][CH:13]=3)[NH:9]2)=[CH:5][CH:4]=1. The catalyst class is: 5. (3) Reactant: Cl[C:2]1[N:10]=[C:9]([F:11])[N:8]=[C:7]2[C:3]=1[N:4]=[CH:5][N:6]2[CH:12]([CH3:14])[CH3:13].[CH3:15][N:16]1[CH:20]=[C:19]([NH2:21])[CH:18]=[N:17]1.CCN(C(C)C)C(C)C. Product: [F:11][C:9]1[N:8]=[C:7]2[C:3]([N:4]=[CH:5][N:6]2[CH:12]([CH3:14])[CH3:13])=[C:2]([NH:21][C:19]2[CH:18]=[N:17][N:16]([CH3:15])[CH:20]=2)[N:10]=1. The catalyst class is: 51. (4) Reactant: [Li]CCCC.Br[C:7]1[CH:12]=[CH:11][CH:10]=[CH:9][C:8]=1[C:13]([OH:16])([CH3:15])[CH3:14].[B:17](OC)(OC)[O:18]C. Product: [CH3:14][C:13]1([CH3:15])[O:16][B:17]([OH:18])[C:7]2[CH:12]=[CH:11][CH:10]=[CH:9][C:8]1=2. The catalyst class is: 1. (5) The catalyst class is: 136. Product: [F:33][C:34]([F:45])([F:46])[O:35][C:36]1[CH:37]=[C:38]([C@@H:42]([NH:44][C:21]([C:20]2[C:14]3[C:15](=[N:16][CH:17]=[C:12]([C:6]4[C:5]5[C:9](=[CH:10][C:2]([F:1])=[CH:3][CH:4]=5)[N:8]([CH3:11])[N:7]=4)[N:13]=3)[N:18]([CH2:24][O:25][CH2:26][CH2:27][Si:28]([CH3:29])([CH3:31])[CH3:30])[CH:19]=2)=[O:22])[CH3:43])[CH:39]=[CH:40][CH:41]=1. Reactant: [F:1][C:2]1[CH:10]=[C:9]2[C:5]([C:6]([C:12]3[N:13]=[C:14]4[C:20]([C:21](O)=[O:22])=[CH:19][N:18]([CH2:24][O:25][CH2:26][CH2:27][Si:28]([CH3:31])([CH3:30])[CH3:29])[C:15]4=[N:16][CH:17]=3)=[N:7][N:8]2[CH3:11])=[CH:4][CH:3]=1.Cl.[F:33][C:34]([F:46])([F:45])[O:35][C:36]1[CH:37]=[C:38]([C@@H:42]([NH2:44])[CH3:43])[CH:39]=[CH:40][CH:41]=1.C(N(CC)C(C)C)(C)C.CN(C(ON1N=NC2C=CC=NC1=2)=[N+](C)C)C.F[P-](F)(F)(F)(F)F.